The task is: Predict the reactants needed to synthesize the given product.. This data is from Full USPTO retrosynthesis dataset with 1.9M reactions from patents (1976-2016). (1) Given the product [NH2:1][C:2]1[N:7]=[CH:6][N:5]=[C:4]2[N:8]([CH:12]([C:14]3[C:15]([O:33][CH3:34])=[C:16]([CH:22]4[CH2:25][N:24]([C:26]([O:28][C:29]([CH3:32])([CH3:31])[CH3:30])=[O:27])[CH2:23]4)[C:17]([F:21])=[C:18]([Cl:20])[CH:19]=3)[CH3:13])[N:9]=[C:10]([CH:35]=[CH2:36])[C:3]=12, predict the reactants needed to synthesize it. The reactants are: [NH2:1][C:2]1[N:7]=[CH:6][N:5]=[C:4]2[N:8]([CH:12]([C:14]3[C:15]([O:33][CH3:34])=[C:16]([CH:22]4[CH2:25][N:24]([C:26]([O:28][C:29]([CH3:32])([CH3:31])[CH3:30])=[O:27])[CH2:23]4)[C:17]([F:21])=[C:18]([Cl:20])[CH:19]=3)[CH3:13])[N:9]=[C:10](I)[C:3]=12.[CH3:35][C:36]1(C)C(C)(C)OB(C=C)O1.C(=O)([O-])[O-].[Na+].[Na+]. (2) Given the product [C:1]([C:4]1[CH:5]=[C:6]2[C:11](=[CH:12][CH:13]=1)[N:10]=[CH:9][CH:8]=[C:7]2[O:14][S:23]([C:22]([F:35])([F:34])[F:21])(=[O:25])=[O:24])(=[O:3])[CH3:2], predict the reactants needed to synthesize it. The reactants are: [C:1]([C:4]1[CH:5]=[C:6]2[C:11](=[CH:12][CH:13]=1)[NH:10][CH:9]=[CH:8][C:7]2=[O:14])(=[O:3])[CH3:2].N1C=CC=CC=1.[F:21][C:22]([F:35])([F:34])[S:23](O[S:23]([C:22]([F:35])([F:34])[F:21])(=[O:25])=[O:24])(=[O:25])=[O:24]. (3) Given the product [Cl:21][C:5]1[C:6]([NH:8][C:9]2[CH:20]=[CH:19][CH:18]=[CH:17][C:10]=2[C:11]([NH:13][CH2:14][CH2:15][OH:16])=[O:12])=[N:7][C:2]([NH:32][C:31]2[CH:33]=[CH:34][CH:35]=[C:29]([N:26]3[CH2:25][CH2:24][N:23]([CH3:22])[CH2:28][CH2:27]3)[CH:30]=2)=[N:3][CH:4]=1, predict the reactants needed to synthesize it. The reactants are: Cl[C:2]1[N:7]=[C:6]([NH:8][C:9]2[CH:20]=[CH:19][CH:18]=[CH:17][C:10]=2[C:11]([NH:13][CH2:14][CH2:15][OH:16])=[O:12])[C:5]([Cl:21])=[CH:4][N:3]=1.[CH3:22][N:23]1[CH2:28][CH2:27][N:26]([C:29]2[CH:30]=[C:31]([CH:33]=[CH:34][CH:35]=2)[NH2:32])[CH2:25][CH2:24]1.Cl.